Task: Predict the reactants needed to synthesize the given product.. Dataset: Full USPTO retrosynthesis dataset with 1.9M reactions from patents (1976-2016) (1) Given the product [CH3:28][O:27][C:14]1[CH:13]=[CH:12][CH:11]=[C:10]2[C:15]=1[C:16]1[CH:21]=[CH:20][C:19]([NH:22][S:23]([CH3:26])(=[O:24])=[O:25])=[CH:18][C:17]=1[CH:8]([C:4]1[CH:5]=[CH:6][CH:7]=[C:2](/[CH:36]=[CH:35]/[C:29]3[CH:34]=[CH:33][CH:32]=[CH:31][CH:30]=3)[CH:3]=1)[O:9]2, predict the reactants needed to synthesize it. The reactants are: Br[C:2]1[CH:3]=[C:4]([CH:8]2[C:17]3[CH:18]=[C:19]([NH:22][S:23]([CH3:26])(=[O:25])=[O:24])[CH:20]=[CH:21][C:16]=3[C:15]3[C:10](=[CH:11][CH:12]=[CH:13][C:14]=3[O:27][CH3:28])[O:9]2)[CH:5]=[CH:6][CH:7]=1.[C:29]1([CH:35]=[CH:36]B(O)O)[CH:34]=[CH:33][CH:32]=[CH:31][CH:30]=1.C([O-])([O-])=O.[Na+].[Na+]. (2) Given the product [F:30][C:25]1[CH:24]=[C:23]([CH:28]=[CH:27][C:26]=1[F:29])[CH2:22][NH:21][C:20]([C:18]1[CH:17]=[CH:16][C:15]([F:32])=[C:14]([NH:13][C:11]([C:8]2[N:5]3[CH:6]=[CH:7][C:2]([C:41]4[CH:46]=[N:45][C:44]([CH:47]=[O:48])=[CH:43][CH:42]=4)=[CH:3][C:4]3=[N:10][CH:9]=2)=[O:12])[CH:19]=1)=[O:31], predict the reactants needed to synthesize it. The reactants are: Br[C:2]1[CH:7]=[CH:6][N:5]2[C:8]([C:11]([NH:13][C:14]3[CH:19]=[C:18]([C:20](=[O:31])[NH:21][CH2:22][C:23]4[CH:28]=[CH:27][C:26]([F:29])=[C:25]([F:30])[CH:24]=4)[CH:17]=[CH:16][C:15]=3[F:32])=[O:12])=[CH:9][N:10]=[C:4]2[CH:3]=1.CC1(C)C(C)(C)OB([C:41]2[CH:42]=[CH:43][C:44]([CH:47]=[O:48])=[N:45][CH:46]=2)O1.C(=O)([O-])[O-].[Cs+].[Cs+].C(Cl)Cl. (3) Given the product [F:1][C:2]1[CH:11]=[CH:10][CH:9]=[C:8]2[C:3]=1[CH2:4][CH2:5][CH2:6][NH:7]2, predict the reactants needed to synthesize it. The reactants are: [F:1][C:2]1[CH:11]=[CH:10][CH:9]=[C:8]2[C:3]=1[C:4](=O)[CH2:5][CH2:6][NH:7]2. (4) Given the product [C:61]([O:60][C:59]([NH:58][CH2:57][CH2:56][CH2:55][O:54][N:5]1[CH2:4][C:3]2[C:7](=[C:8]([C:11]3[N:12]([C:27]([O:29][C:30]([CH3:32])([CH3:31])[CH3:33])=[O:28])[C:13]4[C:18]([CH:19]=3)=[CH:17][C:16]([CH2:20][N:21]3[CH2:26][CH2:25][CH2:24][CH2:23][CH2:22]3)=[CH:15][CH:14]=4)[CH:9]=[CH:10][CH:2]=2)[C:6]1=[O:34])=[O:65])([CH3:64])([CH3:63])[CH3:62], predict the reactants needed to synthesize it. The reactants are: O[C:2]1[CH:10]=[CH:9][C:8]([C:11]2[N:12]([C:27]([O:29][C:30]([CH3:33])([CH3:32])[CH3:31])=[O:28])[C:13]3[C:18]([CH:19]=2)=[CH:17][C:16]([CH2:20][N:21]2[CH2:26][CH2:25][CH2:24][CH2:23][CH2:22]2)=[CH:15][CH:14]=3)=[C:7]2[C:3]=1[CH2:4][NH:5][C:6]2=[O:34].C1(P(C2C=CC=CC=2)C2C=CC=CC=2)C=CC=CC=1.[OH:54][CH2:55][CH2:56][CH2:57][NH:58][C:59](=[O:65])[O:60][C:61]([CH3:64])([CH3:63])[CH3:62].CCOC(/N=N/C(OCC)=O)=O.C1(C)C=CC=CC=1. (5) Given the product [CH2:23]([O:30][CH2:31][CH2:32][C:33]1[N:1]([CH:2]2[CH2:7][CH2:6][CH2:5][CH:4]([N:8]([CH2:21][CH3:22])[C:9]3[CH:16]=[CH:15][C:12]([C:13]#[N:14])=[C:11]([C:17]([F:18])([F:19])[F:20])[CH:10]=3)[CH2:3]2)[CH:47]=[N:46][CH:45]=1)[C:24]1[CH:29]=[CH:28][CH:27]=[CH:26][CH:25]=1, predict the reactants needed to synthesize it. The reactants are: [NH2:1][CH:2]1[CH2:7][CH2:6][CH2:5][CH:4]([N:8]([CH2:21][CH3:22])[C:9]2[CH:16]=[CH:15][C:12]([C:13]#[N:14])=[C:11]([C:17]([F:20])([F:19])[F:18])[CH:10]=2)[CH2:3]1.[CH2:23]([O:30][CH2:31][CH2:32][CH:33]=O)[C:24]1[CH:29]=[CH:28][CH:27]=[CH:26][CH:25]=1.S([CH2:45][N+:46]#[C-:47])(C1C=CC(C)=CC=1)(=O)=O.C([O-])([O-])=O.[K+].[K+].